Dataset: TCR-epitope binding with 47,182 pairs between 192 epitopes and 23,139 TCRs. Task: Binary Classification. Given a T-cell receptor sequence (or CDR3 region) and an epitope sequence, predict whether binding occurs between them. (1) The epitope is RAKFKQLL. The TCR CDR3 sequence is CASSAGTSGVYNEQFF. Result: 1 (the TCR binds to the epitope). (2) The epitope is IPSINVHHY. The TCR CDR3 sequence is CSASSVPGREDTQYF. Result: 0 (the TCR does not bind to the epitope). (3) The epitope is YLQPRTFLL. The TCR CDR3 sequence is CASSQRNDLKAFF. Result: 1 (the TCR binds to the epitope). (4) The epitope is CINGVCWTV. The TCR CDR3 sequence is CASSGLAGGLFYEQYF. Result: 0 (the TCR does not bind to the epitope). (5) The epitope is FTISVTTEIL. The TCR CDR3 sequence is CASSYRTGQETQYF. Result: 0 (the TCR does not bind to the epitope). (6) The epitope is KTSVDCTMYI. The TCR CDR3 sequence is CASSYGTGGEYEQYF. Result: 1 (the TCR binds to the epitope).